From a dataset of Peptide-MHC class II binding affinity with 134,281 pairs from IEDB. Regression. Given a peptide amino acid sequence and an MHC pseudo amino acid sequence, predict their binding affinity value. This is MHC class II binding data. (1) The peptide sequence is YEGLSYRSLQPEEFA. The MHC is HLA-DPA10201-DPB11401 with pseudo-sequence HLA-DPA10201-DPB11401. The binding affinity (normalized) is 0.0343. (2) The peptide sequence is VTSAPDTRPAP. The MHC is DRB1_0301 with pseudo-sequence DRB1_0301. The binding affinity (normalized) is 0. (3) The peptide sequence is EKTYFAATQFEPLAA. The MHC is HLA-DQA10401-DQB10402 with pseudo-sequence HLA-DQA10401-DQB10402. The binding affinity (normalized) is 0.652. (4) The peptide sequence is AEHQAIIRDVLTASD. The MHC is HLA-DQA10102-DQB10602 with pseudo-sequence HLA-DQA10102-DQB10602. The binding affinity (normalized) is 0.338. (5) The binding affinity (normalized) is 0. The peptide sequence is PWMQVPLEVKREACP. The MHC is DRB3_0202 with pseudo-sequence DRB3_0202. (6) The peptide sequence is FGHDGTVWAQSADFP. The MHC is HLA-DPA10301-DPB10402 with pseudo-sequence HLA-DPA10301-DPB10402. The binding affinity (normalized) is 0.0411. (7) The peptide sequence is FDISKISGEWYSIFL. The MHC is HLA-DPA10201-DPB11401 with pseudo-sequence HLA-DPA10201-DPB11401. The binding affinity (normalized) is 0.